Dataset: Forward reaction prediction with 1.9M reactions from USPTO patents (1976-2016). Task: Predict the product of the given reaction. (1) The product is: [CH3:12][C:9]1[CH:8]=[CH:7][C:6]2[C:11](=[C:2]([C:20]3[CH:19]([CH3:18])[C:23]([CH3:24])=[C:22]([CH3:25])[C:21]=3[CH3:26])[CH:3]=[CH:4][CH:5]=2)[N:10]=1. Given the reactants Br[C:2]1[CH:3]=[CH:4][CH:5]=[C:6]2[C:11]=1[N:10]=[C:9]([CH3:12])[CH:8]=[CH:7]2.[Li]CCCC.[CH3:18][C:19]1[C:20](=O)[CH:21]([CH3:26])[CH:22]([CH3:25])[C:23]=1[CH3:24].Cl.N, predict the reaction product. (2) Given the reactants Cl[CH2:2][CH2:3][C:4]([C:6]1[CH:11]=[CH:10][CH:9]=[CH:8][CH:7]=1)=[O:5].C([O-])(=O)C.[K+].[C-:17]#[N:18].[Na+], predict the reaction product. The product is: [O:5]=[C:4]([C:6]1[CH:11]=[CH:10][CH:9]=[CH:8][CH:7]=1)[CH2:3][CH2:2][C:17]#[N:18]. (3) Given the reactants C1(S([N:10]2[C:14]3=[N:15][CH:16]=[C:17]([C:19]4[CH:24]=[CH:23][C:22]([N:25]([CH3:27])[CH3:26])=[CH:21][CH:20]=4)[CH:18]=[C:13]3[C:12]([C:28]#[N:29])=[CH:11]2)(=O)=O)C=CC=CC=1.[OH-].[Na+], predict the reaction product. The product is: [CH3:26][N:25]([CH3:27])[C:22]1[CH:21]=[CH:20][C:19]([C:17]2[CH:18]=[C:13]3[C:12]([C:28]#[N:29])=[CH:11][NH:10][C:14]3=[N:15][CH:16]=2)=[CH:24][CH:23]=1. (4) Given the reactants Cl[CH2:2][C:3]1[CH:8]=[CH:7][CH:6]=[CH:5][C:4]=1[C:9]1[CH:14]=[CH:13][C:12]([CH:15]([CH3:17])[CH3:16])=[CH:11][CH:10]=1.Cl.[O:19]=[C:20]1[C:25]([C:26]([O:28][CH2:29][CH3:30])=[O:27])=[CH:24][CH:23]=[CH:22][NH:21]1.[H-].[Na+], predict the reaction product. The product is: [CH:15]([C:12]1[CH:13]=[CH:14][C:9]([C:4]2[CH:5]=[CH:6][CH:7]=[CH:8][C:3]=2[CH2:2][N:21]2[CH:22]=[CH:23][CH:24]=[C:25]([C:26]([O:28][CH2:29][CH3:30])=[O:27])[C:20]2=[O:19])=[CH:10][CH:11]=1)([CH3:17])[CH3:16]. (5) The product is: [CH3:14][C@:12]12[CH2:13][C@@:4]3([C:2]([CH2:1][OH:19])=[CH2:3])[CH:9]([C:8]1([CH3:15])[CH2:7][CH2:6][CH2:5]3)[CH2:10][CH2:11]2. Given the reactants [CH3:1][C:2]([C@:4]12[CH2:13][C@@:12]3([CH3:14])[C@:8]([CH3:15])([C@@H:9]1[CH2:10][CH2:11]3)[CH2:7][CH2:6][CH2:5]2)=[CH2:3].C(O)(=O)C1C(=CC=CC=1)[OH:19], predict the reaction product. (6) Given the reactants [CH3:1][O:2][CH2:3][CH2:4][NH:5][C:6]([C:8]1[CH:9]=[C:10]2[C:14](=[CH:15][CH:16]=1)[NH:13][C:12](=[O:17])[CH2:11]2)=[O:7].[Cl:18][C:19]1[CH:26]=[CH:25][C:22]([C:23]#[N:24])=[CH:21][N:20]=1, predict the reaction product. The product is: [ClH:18].[C:23]([C:22]1[CH:25]=[CH:26][C:19]([C:11]2[C:10]3[C:14](=[CH:15][CH:16]=[C:8]([C:6]([NH:5][CH2:4][CH2:3][O:2][CH3:1])=[O:7])[CH:9]=3)[NH:13][C:12]=2[OH:17])=[N:20][CH:21]=1)#[N:24].